Dataset: Full USPTO retrosynthesis dataset with 1.9M reactions from patents (1976-2016). Task: Predict the reactants needed to synthesize the given product. (1) Given the product [F:20][C:21]1[CH:22]=[CH:23][C:24]([S:27]([N:30]([CH:31]([CH3:33])[CH3:32])[CH2:34][C:35]([NH:6][CH2:5][C:4]2[CH:7]=[C:8]([C:10]3[CH:11]=[N:12][C:13]([C:16]([F:19])([F:17])[F:18])=[CH:14][CH:15]=3)[CH:9]=[C:2]([F:1])[CH:3]=2)=[O:36])(=[O:28])=[O:29])=[CH:25][CH:26]=1, predict the reactants needed to synthesize it. The reactants are: [F:1][C:2]1[CH:3]=[C:4]([CH:7]=[C:8]([C:10]2[CH:11]=[N:12][C:13]([C:16]([F:19])([F:18])[F:17])=[CH:14][CH:15]=2)[CH:9]=1)[CH2:5][NH2:6].[F:20][C:21]1[CH:26]=[CH:25][C:24]([S:27]([N:30]([CH2:34][C:35](O)=[O:36])[CH:31]([CH3:33])[CH3:32])(=[O:29])=[O:28])=[CH:23][CH:22]=1.CN(C(ON1N=NC2C=CC=NC1=2)=[N+](C)C)C.F[P-](F)(F)(F)(F)F.C(N(CC)C(C)C)(C)C.OS([O-])(=O)=O.[K+]. (2) Given the product [NH2:18][C:3]1[CH:4]=[C:5]([NH:8][CH2:9][CH:10]([OH:17])[CH:11]([OH:16])[CH:12]([OH:15])[CH2:13][OH:14])[CH:6]=[CH:7][C:2]=1[CH3:1], predict the reactants needed to synthesize it. The reactants are: [CH3:1][C:2]1[CH:7]=[CH:6][C:5]([NH:8][CH2:9][CH:10]([OH:17])[CH:11]([OH:16])[CH:12]([OH:15])[CH2:13][OH:14])=[CH:4][C:3]=1[N+:18]([O-])=O. (3) Given the product [F:1][C:2]1[CH:7]=[C:6]([F:38])[CH:5]=[CH:4][C:3]=1[N:8]1[C:13]2[CH:14]=[CH:15][CH:16]=[CH:17][C:12]=2[CH2:11][CH:10]([CH2:18][CH2:19][CH2:20][NH:21][CH3:22])[S:9]1(=[O:24])=[O:23], predict the reactants needed to synthesize it. The reactants are: [F:1][C:2]1[CH:7]=[CH:6][CH:5]=[CH:4][C:3]=1[N:8]1[C:13]2[CH:14]=[CH:15][CH:16]=[CH:17][C:12]=2[CH2:11][CH:10]([CH2:18][CH2:19][CH2:20][NH:21][CH3:22])[S:9]1(=[O:24])=[O:23].BrC1C=CC=CC=1CCS(Cl)(=O)=O.[F:38]C1C=C(F)C=CC=1N.CN(C)CC. (4) Given the product [Br:19][CH2:14][C:13]([C:10]1[CH:11]=[CH:12][C:7]([O:6][C:5]2[CH:17]=[CH:18][C:2]([Cl:1])=[CH:3][CH:4]=2)=[CH:8][C:9]=1[CH3:16])=[O:15], predict the reactants needed to synthesize it. The reactants are: [Cl:1][C:2]1[CH:18]=[CH:17][C:5]([O:6][C:7]2[CH:12]=[CH:11][C:10]([C:13](=[O:15])[CH3:14])=[C:9]([CH3:16])[CH:8]=2)=[CH:4][CH:3]=1.[Br:19]Br.C([O-])(O)=O.[Na+]. (5) Given the product [CH:26]1([C:29]([N:14]2[CH2:15][CH2:16][C@@H:12]([CH2:11][NH:10][C:9]3[CH:8]=[CH:7][N:6]=[CH:5][C:4]=3[N+:1]([O-:3])=[O:2])[CH2:13]2)=[O:30])[CH2:28][CH2:27]1, predict the reactants needed to synthesize it. The reactants are: [N+:1]([C:4]1[CH:5]=[N:6][CH:7]=[CH:8][C:9]=1[NH:10][CH2:11][C@@H:12]1[CH2:16][CH2:15][NH:14][CH2:13]1)([O-:3])=[O:2].C(N(CC)C(C)C)(C)C.[CH:26]1([C:29](Cl)=[O:30])[CH2:28][CH2:27]1. (6) Given the product [C:18]([O:17][C:15]([N:12]1[CH2:13][CH2:14][CH:9]([O:8][C:5]2[CH:6]=[N:7][C:2]([N:32]3[C:33]4[C:29](=[CH:28][C:27]([C:25](=[O:26])[NH:24][CH2:22][CH3:23])=[CH:35][CH:34]=4)[CH:30]=[CH:31]3)=[CH:3][CH:4]=2)[CH2:10][CH2:11]1)=[O:16])([CH3:21])([CH3:20])[CH3:19], predict the reactants needed to synthesize it. The reactants are: Cl[C:2]1[N:7]=[CH:6][C:5]([O:8][CH:9]2[CH2:14][CH2:13][N:12]([C:15]([O:17][C:18]([CH3:21])([CH3:20])[CH3:19])=[O:16])[CH2:11][CH2:10]2)=[CH:4][CH:3]=1.[CH2:22]([NH:24][C:25]([C:27]1[CH:28]=[C:29]2[C:33](=[CH:34][CH:35]=1)[NH:32][CH:31]=[CH:30]2)=[O:26])[CH3:23]. (7) Given the product [F:9][C:10]1[C:15]2[CH2:16][CH2:17][O:18][C:14]=2[C:13]([C:2]2[CH:7]=[CH:6][C:5]([OH:8])=[CH:4][CH:3]=2)=[CH:12][CH:11]=1, predict the reactants needed to synthesize it. The reactants are: Br[C:2]1[CH:7]=[CH:6][C:5]([OH:8])=[CH:4][CH:3]=1.[F:9][C:10]1[C:15]2[CH:16]=[CH:17][O:18][C:14]=2[C:13](B(O)O)=[CH:12][CH:11]=1.C(=O)([O-])[O-].[Na+].[Na+].C([O-])(=O)C.[NH4+]. (8) Given the product [N:42]([C@H:18]1[C@@H:19]([CH3:21])[CH2:20][N:15]([C:14]2[CH:13]=[CH:12][N:11]=[CH:10][C:9]=2[N:8]([C:35]([O:37][C:38]([CH3:40])([CH3:39])[CH3:41])=[O:36])[C:6](=[O:7])[O:5][C:1]([CH3:3])([CH3:4])[CH3:2])[CH2:16][C@H:17]1[NH:27][C:28]([O:30][C:31]([CH3:32])([CH3:34])[CH3:33])=[O:29])=[N+:43]=[N-:44], predict the reactants needed to synthesize it. The reactants are: [C:1]([O:5][C:6]([N:8]([C:35]([O:37][C:38]([CH3:41])([CH3:40])[CH3:39])=[O:36])[C:9]1[CH:10]=[N:11][CH:12]=[CH:13][C:14]=1[N:15]1[CH2:20][C@@H:19]([CH3:21])[C@@H:18](CS([O-])(=O)=O)[C@@H:17]([NH:27][C:28]([O:30][C:31]([CH3:34])([CH3:33])[CH3:32])=[O:29])[CH2:16]1)=[O:7])([CH3:4])([CH3:3])[CH3:2].[N-:42]=[N+:43]=[N-:44].[Na+]. (9) Given the product [C:29]([N:26]1[CH2:25][CH2:24][CH:23]([C:10]2[C:9]([C:32]3[CH:37]=[CH:36][N:35]=[CH:34][N:33]=3)=[C:8]([C:5]3[CH:4]=[CH:3][C:2]([Cl:1])=[CH:7][CH:6]=3)[NH:12][N:11]=2)[CH2:28][CH2:27]1)(=[O:31])[CH3:30], predict the reactants needed to synthesize it. The reactants are: [Cl:1][C:2]1[CH:7]=[CH:6][C:5]([C:8]2[N:12](S(C3C=CC(C)=CC=3)(=O)=O)[N:11]=[C:10]([CH:23]3[CH2:28][CH2:27][N:26]([C:29](=[O:31])[CH3:30])[CH2:25][CH2:24]3)[C:9]=2[C:32]2[CH:37]=[CH:36][N:35]=[CH:34][N:33]=2)=[CH:4][CH:3]=1.C(=O)([O-])[O-].[K+].[K+].